From a dataset of Catalyst prediction with 721,799 reactions and 888 catalyst types from USPTO. Predict which catalyst facilitates the given reaction. (1) Reactant: [CH3:1][N:2]([CH2:4][C:5]1[CH:22]=[CH:21][C:8]([O:9][CH:10]2[CH2:13][N:12](C(OC(C)(C)C)=O)[CH2:11]2)=[CH:7][C:6]=1[F:23])[CH3:3]. Product: [NH:12]1[CH2:13][CH:10]([O:9][C:8]2[CH:21]=[CH:22][C:5]([CH2:4][N:2]([CH3:1])[CH3:3])=[C:6]([F:23])[CH:7]=2)[CH2:11]1. The catalyst class is: 209. (2) Reactant: [C:1]([O:5][C:6]([N:8]1[CH2:15][CH2:14][CH2:13][C@@H:9]1[C:10]([OH:12])=O)=[O:7])([CH3:4])([CH3:3])[CH3:2].C1CCC(N=C=NC2CCCCC2)CC1.C1C=CC2N(O)N=NC=2C=1.CCN(C(C)C)C(C)C.Cl.[CH3:51][NH:52][O:53][CH3:54]. Product: [CH3:54][O:53][N:52]([CH3:51])[C:10]([C@H:9]1[CH2:13][CH2:14][CH2:15][N:8]1[C:6]([O:5][C:1]([CH3:2])([CH3:3])[CH3:4])=[O:7])=[O:12]. The catalyst class is: 64. (3) Reactant: C([O:3][C:4](=O)[CH2:5][N:6]([C:15]1[CH:16]=[CH:17][CH:18]=[C:19]2[C:23]=1[NH:22][C:21]([C:24]1[S:25][CH:26]([CH2:29][N:30]3[CH2:35][CH2:34][O:33][CH2:32][CH2:31]3)[CH2:27][N:28]=1)=[CH:20]2)[S:7]([C:10]1[S:11][CH:12]=[CH:13][CH:14]=1)(=[O:9])=[O:8])C.[BH4-].[Li+].Cl. Product: [OH:3][CH2:4][CH2:5][N:6]([C:15]1[CH:16]=[CH:17][CH:18]=[C:19]2[C:23]=1[NH:22][C:21]([C:24]1[S:25][CH:26]([CH2:29][N:30]3[CH2:35][CH2:34][O:33][CH2:32][CH2:31]3)[CH2:27][N:28]=1)=[CH:20]2)[S:7]([C:10]1[S:11][CH:12]=[CH:13][CH:14]=1)(=[O:8])=[O:9]. The catalyst class is: 83. (4) Reactant: [CH2:1]([C:5]1=[CH:6][N:7]([C:22]([CH3:25])([CH3:24])[CH3:23])[S:8]/[C:9]/1=[N:10]\[C:11](=[O:21])[C:12]1[CH:17]=[C:16]([CH:18]=[O:19])[CH:15]=[CH:14][C:13]=1[OH:20])[CH2:2][CH2:3][CH3:4].[C:26](=O)([O-])[O-].[Cs+].[Cs+].IC. Product: [CH2:1]([C:5]1=[CH:6][N:7]([C:22]([CH3:24])([CH3:23])[CH3:25])[S:8]/[C:9]/1=[N:10]\[C:11](=[O:21])[C:12]1[CH:17]=[C:16]([CH:18]=[O:19])[CH:15]=[CH:14][C:13]=1[O:20][CH3:26])[CH2:2][CH2:3][CH3:4]. The catalyst class is: 18. (5) Reactant: [CH2:1]([O:8][C:9](=[O:14])[NH:10][CH2:11][CH2:12][OH:13])[C:2]1[CH:7]=[CH:6][CH:5]=[CH:4][CH:3]=1.C1(P(C2C=CC=CC=2)C2C=CC=CC=2)C=CC=CC=1.O[N:35]1[C:39](=[O:40])[C:38]2=[CH:41][CH:42]=[CH:43][CH:44]=[C:37]2[C:36]1=[O:45].C1(C)C=CC=CC=1.N(C(OCC)=O)=NC(OCC)=O. Product: [CH2:1]([O:8][C:9](=[O:14])[NH:10][CH2:11][CH2:12][O:13][N:35]1[C:39](=[O:40])[C:38]2[C:37](=[CH:44][CH:43]=[CH:42][CH:41]=2)[C:36]1=[O:45])[C:2]1[CH:7]=[CH:6][CH:5]=[CH:4][CH:3]=1. The catalyst class is: 7. (6) Reactant: [NH2:1][C:2]1[CH:12]=[CH:11][C:5]([C:6]([O:8][CH2:9][CH3:10])=[O:7])=[CH:4][CH:3]=1.C([O-])([O-])=O.[K+].[K+].Br[C:20]1[CH:21]=[C:22]([CH:24]=[CH:25][CH:26]=1)[NH2:23]. Product: [NH2:23][C:22]1[CH:21]=[C:20]([NH:1][C:2]2[CH:3]=[CH:4][C:5]([C:6]([O:8][CH2:9][CH3:10])=[O:7])=[CH:11][CH:12]=2)[CH:26]=[CH:25][CH:24]=1. The catalyst class is: 110. (7) Reactant: [CH2:1]([O:3][C:4]([N:6]1CCC(=O)CC1)=[O:5])[CH3:2].[OH-:13].[K+].[C:15]([OH:18])(=O)C.[C:19](O)(=[O:21])C.I[C:24]1[CH:29]=[CH:28][CH:27]=[CH:26]C=1. Product: [CH2:1]([O:3][C:4]([N:6]1[CH2:26][CH2:27][C:28]([O:18][CH3:15])([O:21][CH3:19])[CH:29]([OH:13])[CH2:24]1)=[O:5])[CH3:2]. The catalyst class is: 5. (8) Reactant: [NH2:1][C:2]1[CH:16]=[CH:15][C:5]([CH2:6][NH:7][C:8](=[O:14])[O:9][C:10]([CH3:13])([CH3:12])[CH3:11])=[CH:4][CH:3]=1.Cl[CH:18](C1C=CC=C(CC)C=1)[C:19]1[N:23]([CH3:24])[N:22]=[C:21]([C:25]2[CH:30]=[CH:29][CH:28]=[CH:27][CH:26]=2)[N:20]=1.CCN([CH2:44][CH3:45])CC. Product: [CH2:15]([C:16]1[CH:2]=[C:3]([N:1]([CH2:18][C:19]2[N:23]([CH3:24])[N:22]=[C:21]([C:25]3[CH:26]=[CH:27][CH:28]=[CH:29][CH:30]=3)[N:20]=2)[C:2]2[CH:16]=[CH:15][C:5]([CH2:6][NH:7][C:8](=[O:14])[O:9][C:10]([CH3:12])([CH3:13])[CH3:11])=[CH:4][CH:3]=2)[CH:4]=[CH:44][CH:45]=1)[CH3:5]. The catalyst class is: 10. (9) Reactant: C[N:2](C)[CH:3]=[C:4]([C:14]1[CH:19]=[CH:18][N:17]=[C:16]([F:20])[CH:15]=1)[C:5]([C:7]1[CH:12]=[CH:11][C:10]([F:13])=[CH:9][CH:8]=1)=O.[NH2:22]N.CCOC(C)=O.CCCCCC. Product: [F:20][C:16]1[CH:15]=[C:14]([C:4]2[C:5]([C:7]3[CH:12]=[CH:11][C:10]([F:13])=[CH:9][CH:8]=3)=[N:22][NH:2][CH:3]=2)[CH:19]=[CH:18][N:17]=1. The catalyst class is: 40.